This data is from Reaction yield outcomes from USPTO patents with 853,638 reactions. The task is: Predict the reaction yield, written as a fraction of the theoretical maximum amount of product (1.0 means a 100% yield; for example, 0.34 means a 34% yield). (1) The product is [C:1]([O:5][C:6](=[O:24])[NH:7][CH:8]([CH2:17][C:18]1[CH:19]=[CH:20][CH:21]=[CH:22][CH:23]=1)[CH:9]([OH:16])[CH2:10][N:11]([CH2:12][CH:13]([CH3:14])[CH3:15])[S:35]([C:32]1[CH:33]=[C:34]2[C:29](=[CH:30][CH:31]=1)[NH:28][N:27]=[C:26]2[CH3:25])(=[O:37])=[O:36])([CH3:3])([CH3:4])[CH3:2]. The reactants are [C:1]([O:5][C:6](=[O:24])[NH:7][CH:8]([CH2:17][C:18]1[CH:23]=[CH:22][CH:21]=[CH:20][CH:19]=1)[CH:9]([OH:16])[CH2:10][NH:11][CH2:12][CH:13]([CH3:15])[CH3:14])([CH3:4])([CH3:3])[CH3:2].[CH3:25][C:26]1[C:34]2[C:29](=[CH:30][CH:31]=[C:32]([S:35](Cl)(=[O:37])=[O:36])[CH:33]=2)[NH:28][N:27]=1.C([O-])(O)=O.[Na+].CCCCCC. The catalyst is ClCCl. The yield is 0.990. (2) The reactants are [CH3:1][CH2:2][O:3][C:4]([C:6]1[N:7](C(OC(C)(C)C)=O)[C:8]2[C:13]([CH:14]=1)=[CH:12][C:11]([Cl:15])=[CH:10][C:9]=2[CH2:16][C:17]#[N:18])=[O:5].C(O)(C(F)(F)F)=O. The catalyst is C(Cl)Cl. The product is [CH2:2]([O:3][C:4]([C:6]1[NH:7][C:8]2[C:13]([CH:14]=1)=[CH:12][C:11]([Cl:15])=[CH:10][C:9]=2[CH2:16][C:17]#[N:18])=[O:5])[CH3:1]. The yield is 0.350. (3) The reactants are [O:1]1[CH2:6][CH2:5][CH2:4][CH2:3][CH:2]1[O:7][CH2:8][CH2:9][C:10]([OH:12])=[O:11].[CH:13]1[CH:18]=[CH:17][C:16]([CH2:19]Br)=[CH:15][CH:14]=1. The catalyst is C(Cl)Cl. The product is [O:1]1[CH2:6][CH2:5][CH2:4][CH2:3][CH:2]1[O:7][CH2:8][CH2:9][C:10]([O:12][CH2:19][C:16]1[CH:17]=[CH:18][CH:13]=[CH:14][CH:15]=1)=[O:11]. The yield is 0.186. (4) The reactants are [CH3:1][O:2][C:3]1[C:4]2[C:12]([CH:13]=[C:14]3[CH:18]=[CH:17][S:16][C:15]=13)=[C:11]([O:19][CH3:20])[C:7]1[S:8][CH:9]=[CH:10][C:6]=1[CH:5]=2.[C:21]1([CH3:27])[CH:26]=[CH:25][CH:24]=[CH:23][CH:22]=1.[CH2:28]([CH:36]([CH2:39][CH2:40][CH2:41][CH2:42][CH2:43][CH2:44][CH2:45][CH2:46][CH2:47][CH3:48])CO)[CH2:29][CH2:30][CH2:31][CH2:32][CH2:33][CH2:34][CH3:35].[C:49]1([CH3:59])[CH:54]=[CH:53][C:52](S(O)(=O)=O)=[CH:51][CH:50]=1. The catalyst is O. The product is [CH2:52]([CH:53]([CH2:54][CH2:49][CH2:59][CH2:22][CH2:23][CH2:24][CH2:25][CH2:26][CH2:21][CH3:27])[CH2:20][O:19][C:11]1[C:12]2[C:4]([CH:5]=[C:6]3[CH:10]=[CH:9][S:8][C:7]=13)=[C:3]([O:2][CH2:1][CH:36]([CH2:28][CH2:29][CH2:30][CH2:31][CH2:32][CH2:33][CH2:34][CH3:35])[CH2:39][CH2:40][CH2:41][CH2:42][CH2:43][CH2:44][CH2:45][CH2:46][CH2:47][CH3:48])[C:15]1[S:16][CH:17]=[CH:18][C:14]=1[CH:13]=2)[CH2:51][CH2:50][CH2:14][CH2:15][CH2:3][CH2:4][CH3:5]. The yield is 0.660.